This data is from CYP2D6 inhibition data for predicting drug metabolism from PubChem BioAssay. The task is: Regression/Classification. Given a drug SMILES string, predict its absorption, distribution, metabolism, or excretion properties. Task type varies by dataset: regression for continuous measurements (e.g., permeability, clearance, half-life) or binary classification for categorical outcomes (e.g., BBB penetration, CYP inhibition). Dataset: cyp2d6_veith. (1) The molecule is Cn1cccc1C(=O)N1CCC2(CCN(C(=O)Nc3cccc(F)c3)CC2)CC1. The result is 0 (non-inhibitor). (2) The compound is COCCNc1ncnc2ccc(-c3ccccc3CN(C)C)cc12. The result is 1 (inhibitor). (3) The drug is Clc1ccc(N=C(c2ccccc2)N2CCOCC2)cc1Cl. The result is 1 (inhibitor). (4) The molecule is O=C(COc1ccc(Cl)cc1)N(Cc1ccccc1)c1ccccn1. The result is 0 (non-inhibitor). (5) The compound is CCN(c1ccccc1)c1cc(NC)[n+](C)c(C)n1. The result is 1 (inhibitor). (6) The compound is FC(F)(F)c1nc(SCc2ccc(Cl)cc2)n[nH]1. The result is 0 (non-inhibitor). (7) The molecule is CC(=O)Nc1nonc1NC(=O)c1ccc(C(C)(C)C)cc1. The result is 1 (inhibitor).